From a dataset of Forward reaction prediction with 1.9M reactions from USPTO patents (1976-2016). Predict the product of the given reaction. (1) Given the reactants C(OC[N:9]1[C:13]2[N:14]=[N:15][CH:16]=[C:17]([C:18]3[CH:19]=[N:20][N:21]([C@@H:23]([CH:27]4[CH2:31][CH2:30][CH2:29][CH2:28]4)[CH2:24][C:25]#[N:26])[CH:22]=3)[C:12]=2[CH:11]=[CH:10]1)(=O)C(C)(C)C.[OH-].[Na+], predict the reaction product. The product is: [N:14]1[C:13]2[NH:9][CH:10]=[CH:11][C:12]=2[C:17]([C:18]2[CH:19]=[N:20][N:21]([C@@H:23]([CH:27]3[CH2:31][CH2:30][CH2:29][CH2:28]3)[CH2:24][C:25]#[N:26])[CH:22]=2)=[CH:16][N:15]=1. (2) Given the reactants C(OC([NH:11][CH:12]([CH3:25])[C:13](=[O:24])[C:14]([CH2:22][CH3:23])([CH2:20][CH3:21])[C:15](OCC)=[O:16])=O)C1C=CC=CC=1, predict the reaction product. The product is: [CH2:20]([C:14]1([CH2:22][CH3:23])[C:13](=[O:24])[CH:12]([CH3:25])[NH:11][C:15]1=[O:16])[CH3:21]. (3) Given the reactants [CH3:1][C:2]1([CH3:14])[CH2:7][O:6][C:5]2([CH2:12][CH2:11][CH:10]([OH:13])[CH2:9][CH2:8]2)[O:4][CH2:3]1.[H-].[Na+].F[C:18]1[CH:25]=[CH:24][C:21]([C:22]#[N:23])=[CH:20][CH:19]=1, predict the reaction product. The product is: [CH3:1][C:2]1([CH3:14])[CH2:3][O:4][C:5]2([CH2:8][CH2:9][CH:10]([O:13][C:18]3[CH:25]=[CH:24][C:21]([C:22]#[N:23])=[CH:20][CH:19]=3)[CH2:11][CH2:12]2)[O:6][CH2:7]1. (4) Given the reactants [CH:1]1[C:6]([OH:7])=[CH:5][CH:4]=[CH:3][C:2]=1[CH3:8].O[C@H:10]([CH3:15])[C:11]([O:13][CH3:14])=[O:12].C1C=CC(P(C2C=CC=CC=2)C2C=CC=CC=2)=CC=1.CC(OC(/N=N/C(OC(C)C)=O)=O)C, predict the reaction product. The product is: [C:2]1([CH3:8])[CH:3]=[CH:4][CH:5]=[C:6]([O:7][C@@H:10]([CH3:15])[C:11]([O:13][CH3:14])=[O:12])[CH:1]=1. (5) Given the reactants Br[C:2]1[CH:7]=[CH:6][C:5]2[C:8]3[C:9]([NH:17][CH2:18][C:19]4[CH:24]=[CH:23][C:22]([O:25][CH3:26])=[CH:21][CH:20]=4)=[N:10][CH:11]=[C:12]([C:15]#[N:16])[C:13]=3[S:14][C:4]=2[CH:3]=1.Cl.[CH3:28][N:29]([CH2:31][C:32]1[CH:37]=[CH:36][C:35](B(O)O)=[CH:34][CH:33]=1)[CH3:30], predict the reaction product. The product is: [CH3:28][N:29]([CH2:31][C:32]1[CH:37]=[CH:36][C:35]([C:2]2[CH:7]=[CH:6][C:5]3[C:8]4[C:9]([NH:17][CH2:18][C:19]5[CH:24]=[CH:23][C:22]([O:25][CH3:26])=[CH:21][CH:20]=5)=[N:10][CH:11]=[C:12]([C:15]#[N:16])[C:13]=4[S:14][C:4]=3[CH:3]=2)=[CH:34][CH:33]=1)[CH3:30]. (6) Given the reactants C([O-])=O.[NH4+].C(O)=O.[N+:8]([C:11]1[CH:20]=[C:19]2[C:14]([CH2:15][CH2:16][CH2:17][C:18]2=[O:21])=[CH:13][CH:12]=1)([O-])=O, predict the reaction product. The product is: [NH2:8][C:11]1[CH:20]=[C:19]2[C:14]([CH2:15][CH2:16][CH2:17][C:18]2=[O:21])=[CH:13][CH:12]=1.